Dataset: Forward reaction prediction with 1.9M reactions from USPTO patents (1976-2016). Task: Predict the product of the given reaction. Given the reactants [F:1][C:2]1[CH:7]=[C:6]([F:8])[CH:5]=[CH:4][C:3]=1[C@@:9]([OH:38])([CH2:32][N:33]1[CH:37]=[N:36][CH:35]=[N:34]1)[C@H:10]([S:12][C@@H:13]1[CH2:18][O:17][C@@H:16](/[CH:19]=[CH:20]/[CH:21]=[CH:22]/[C:23]2[CH:30]=[CH:29][C:26]([C:27]#[N:28])=[CH:25][C:24]=2[F:31])[O:15][CH2:14]1)[CH3:11].[H-].[Na+].[CH2:41]([O:44][P:45]([O:51][CH2:52][C:53]1[C:61]([O:62][CH3:63])=[CH:60][CH:59]=[CH:58][C:54]=1[C:55](Cl)=[O:56])([O:47][CH2:48][CH:49]=[CH2:50])=[O:46])[CH:42]=[CH2:43], predict the reaction product. The product is: [CH2:48]([O:47][P:45]([O:51][CH2:52][C:53]1[C:61]([O:62][CH3:63])=[CH:60][CH:59]=[CH:58][C:54]=1[C:55]([O:38][C@:9]([C:3]1[CH:4]=[CH:5][C:6]([F:8])=[CH:7][C:2]=1[F:1])([CH2:32][N:33]1[CH:37]=[N:36][CH:35]=[N:34]1)[C@H:10]([S:12][C@@H:13]1[CH2:18][O:17][C@@H:16](/[CH:19]=[CH:20]/[CH:21]=[CH:22]/[C:23]2[CH:30]=[CH:29][C:26]([C:27]#[N:28])=[CH:25][C:24]=2[F:31])[O:15][CH2:14]1)[CH3:11])=[O:56])([O:44][CH2:41][CH:42]=[CH2:43])=[O:46])[CH:49]=[CH2:50].